The task is: Predict the product of the given reaction.. This data is from Forward reaction prediction with 1.9M reactions from USPTO patents (1976-2016). Given the reactants Br[C:2]1[CH:3]=[C:4]([N:8]2[C:16]3[C:11](=[CH:12][C:13]([N:17]4[CH:21]=[C:20]([CH3:22])[N:19]=[CH:18]4)=[CH:14][CH:15]=3)[C:10]([C:23]([NH2:25])=[O:24])=[N:9]2)[CH:5]=[CH:6][CH:7]=1.[C:26]([C@:28]1([OH:35])[CH2:32][CH2:31][N:30]([CH3:33])[C:29]1=[O:34])#[CH:27], predict the reaction product. The product is: [OH:35][C@@:28]1([C:26]#[C:27][C:2]2[CH:3]=[C:4]([N:8]3[C:16]4[C:11](=[CH:12][C:13]([N:17]5[CH:21]=[C:20]([CH3:22])[N:19]=[CH:18]5)=[CH:14][CH:15]=4)[C:10]([C:23]([NH2:25])=[O:24])=[N:9]3)[CH:5]=[CH:6][CH:7]=2)[CH2:32][CH2:31][N:30]([CH3:33])[C:29]1=[O:34].